This data is from Full USPTO retrosynthesis dataset with 1.9M reactions from patents (1976-2016). The task is: Predict the reactants needed to synthesize the given product. (1) The reactants are: C([O:5][C:6](=[O:32])[C:7]1[CH:12]=[CH:11][C:10]([C:13]2[CH:17]([OH:18])[C:16]([C:23]3[CH:28]=[C:27]([Cl:29])[CH:26]=[C:25]([Cl:30])[CH:24]=3)([C:19]([F:22])([F:21])[F:20])[O:15][N:14]=2)=[CH:9][C:8]=1[CH3:31])(C)(C)C.FC(F)(F)C(O)=O. Given the product [Cl:30][C:25]1[CH:24]=[C:23]([C:16]2([C:19]([F:21])([F:20])[F:22])[O:15][N:14]=[C:13]([C:10]3[CH:11]=[CH:12][C:7]([C:6]([OH:32])=[O:5])=[C:8]([CH3:31])[CH:9]=3)[CH:17]2[OH:18])[CH:28]=[C:27]([Cl:29])[CH:26]=1, predict the reactants needed to synthesize it. (2) Given the product [CH:1]([CH:14]1[C:19](=[O:20])[CH2:18][CH2:17][N:16]([CH2:21][C:22]2[CH:27]=[C:26]([N+:28]([O-:30])=[O:29])[CH:25]=[CH:24][C:23]=2[O:31][CH2:39][CH3:40])[CH2:15]1)([C:8]1[CH:13]=[CH:12][CH:11]=[CH:10][CH:9]=1)[C:2]1[CH:3]=[CH:4][CH:5]=[CH:6][CH:7]=1, predict the reactants needed to synthesize it. The reactants are: [CH:1]([CH:14]1[C:19](=[O:20])[CH2:18][CH2:17][N:16]([CH2:21][C:22]2[CH:27]=[C:26]([N+:28]([O-:30])=[O:29])[CH:25]=[CH:24][C:23]=2[OH:31])[CH2:15]1)([C:8]1[CH:13]=[CH:12][CH:11]=[CH:10][CH:9]=1)[C:2]1[CH:7]=[CH:6][CH:5]=[CH:4][CH:3]=1.C(=O)([O-])[O-].[K+].[K+].I[CH2:39][CH3:40].C(OCC)(=O)C. (3) Given the product [F:4][C:5]1[CH:10]=[CH:9][C:8]([C:11]([NH:13][C@H:14]([C:25]([OH:27])=[O:26])[C@@H:15]([CH3:24])[O:16][CH2:17][C:18]2[CH:19]=[CH:20][CH:21]=[CH:22][CH:23]=2)=[O:12])=[C:7]([NH:35][C:36]([NH:38][C:39]2[C:44]([CH3:45])=[CH:43][C:42]([CH3:46])=[CH:41][C:40]=2[CH3:47])=[O:37])[CH:6]=1, predict the reactants needed to synthesize it. The reactants are: O.[OH-].[Li+].[F:4][C:5]1[CH:10]=[CH:9][C:8]([C:11]([NH:13][C@H:14]([C:25]([O:27]CC2C=CC=CC=2)=[O:26])[C@@H:15]([CH3:24])[O:16][CH2:17][C:18]2[CH:23]=[CH:22][CH:21]=[CH:20][CH:19]=2)=[O:12])=[C:7]([NH:35][C:36]([NH:38][C:39]2[C:44]([CH3:45])=[CH:43][C:42]([CH3:46])=[CH:41][C:40]=2[CH3:47])=[O:37])[CH:6]=1.O.Cl. (4) Given the product [CH2:22]([O:24][C:25]1[CH:30]=[CH:29][C:28]([C:2]2[C:3]([C:16]3[CH:21]=[CH:20][CH:19]=[CH:18][CH:17]=3)=[N:4][C:5]3[C:10]([N:11]=2)=[CH:9][C:8]([C:12]([O:14][CH3:15])=[O:13])=[CH:7][CH:6]=3)=[CH:27][CH:26]=1)[CH3:23], predict the reactants needed to synthesize it. The reactants are: Cl[C:2]1[C:3]([C:16]2[CH:21]=[CH:20][CH:19]=[CH:18][CH:17]=2)=[N:4][C:5]2[C:10]([N:11]=1)=[CH:9][C:8]([C:12]([O:14][CH3:15])=[O:13])=[CH:7][CH:6]=2.[CH2:22]([O:24][C:25]1[CH:30]=[CH:29][C:28](B(O)O)=[CH:27][CH:26]=1)[CH3:23]. (5) Given the product [C:1]([C:3]1([C:6]2[CH:7]=[C:8]([CH:12]=[CH:13][CH:14]=2)[C:9]([NH:26][C:27]2[CH:28]=[CH:29][C:30]([O:49][CH3:50])=[C:31]([O:32][C:33]3[CH:34]=[CH:35][C:36]4[N:37]([CH:39]=[C:40]([NH:42][C:43]([CH:45]5[CH2:47][CH2:46]5)=[O:44])[N:41]=4)[N:38]=3)[CH:48]=2)=[O:11])[CH2:4][CH2:5]1)#[N:2], predict the reactants needed to synthesize it. The reactants are: [C:1]([C:3]1([C:6]2[CH:7]=[C:8]([CH:12]=[CH:13][CH:14]=2)[C:9]([OH:11])=O)[CH2:5][CH2:4]1)#[N:2].C(Cl)(=O)C(Cl)=O.O1CCCC1.[NH2:26][C:27]1[CH:28]=[CH:29][C:30]([O:49][CH3:50])=[C:31]([CH:48]=1)[O:32][C:33]1[CH:34]=[CH:35][C:36]2[N:37]([CH:39]=[C:40]([NH:42][C:43]([CH:45]3[CH2:47][CH2:46]3)=[O:44])[N:41]=2)[N:38]=1. (6) Given the product [Br:1][C:2]1[CH:10]=[C:9]([F:11])[C:5]2[N:6]([CH:13]3[CH2:14][CH2:15][CH2:16][CH2:17][O:12]3)[CH:7]=[N:8][C:4]=2[CH:3]=1, predict the reactants needed to synthesize it. The reactants are: [Br:1][C:2]1[CH:10]=[C:9]([F:11])[C:5]2[NH:6][CH:7]=[N:8][C:4]=2[CH:3]=1.[O:12]1[CH:17]=[CH:16][CH2:15][CH2:14][CH2:13]1.CC1C=CC(S(O)(=O)=O)=CC=1.O.